From a dataset of Reaction yield outcomes from USPTO patents with 853,638 reactions. Predict the reaction yield, written as a fraction of the theoretical maximum amount of product (1.0 means a 100% yield; for example, 0.34 means a 34% yield). (1) The yield is 0.630. The reactants are [F:1][C:2]1[CH:7]=[CH:6][C:5]([C:8]2[C:13]([C:14]([O:16][CH3:17])=[O:15])=[C:12]([CH:18]([CH3:20])[CH3:19])[N:11]=[C:10](OS(C3C=CC(C)=CC=3)(=O)=O)[N:9]=2)=[CH:4][CH:3]=1.[CH3:32][NH:33][S:34]([CH3:37])(=[O:36])=[O:35].C(=O)([O-])[O-].[K+].[K+].C1(C)C=CC=CC=1. The catalyst is [Br-].C([N+](CCCC)(CCCC)CCCC)CCC.CC(C)=O.O. The product is [F:1][C:2]1[CH:3]=[CH:4][C:5]([C:8]2[C:13]([C:14]([O:16][CH3:17])=[O:15])=[C:12]([CH:18]([CH3:20])[CH3:19])[N:11]=[C:10]([N:33]([CH3:32])[S:34]([CH3:37])(=[O:36])=[O:35])[N:9]=2)=[CH:6][CH:7]=1. (2) The reactants are I[C:2]1[C:10]2[C:5](=[CH:6][CH:7]=[CH:8][C:9]=2[N+:11]([O-])=O)[N:4]([CH2:14][C:15]2[CH:16]=[C:17]([CH:23]=[CH:24][CH:25]=2)[C:18]([N:20]([CH3:22])[CH3:21])=[O:19])[N:3]=1.[NH4+].[Cl-]. The catalyst is CO.[Zn]. The product is [NH2:11][C:9]1[CH:8]=[CH:7][CH:6]=[C:5]2[C:10]=1[CH:2]=[N:3][N:4]2[CH2:14][C:15]1[CH:16]=[C:17]([CH:23]=[CH:24][CH:25]=1)[C:18]([N:20]([CH3:22])[CH3:21])=[O:19]. The yield is 0.610. (3) The reactants are [N:1]1[CH:6]=[CH:5][CH:4]=[CH:3][C:2]=1[C:7]1[O:11][CH:10]=[N:9][CH:8]=1.[O:12]([C:19]1[CH:24]=[CH:23][C:22]([CH2:25][CH2:26][C:27](O)=[O:28])=[CH:21][CH:20]=1)[C:13]1[CH:18]=[CH:17][CH:16]=[CH:15][CH:14]=1. No catalyst specified. The product is [O:28]=[C:27]([C:10]1[O:11][C:7]([C:2]2[CH:3]=[CH:4][CH:5]=[CH:6][N:1]=2)=[CH:8][N:9]=1)[CH2:26][CH2:25][C:22]1[CH:23]=[CH:24][C:19]([O:12][C:13]2[CH:18]=[CH:17][CH:16]=[CH:15][CH:14]=2)=[CH:20][CH:21]=1. The yield is 0.370. (4) No catalyst specified. The product is [OH:33][C:32]1[C:31]([CH2:10][CH2:9][CH:6]([CH3:7])[CH3:5])=[C:30]([OH:34])[C:29]([CH2:10][CH2:9][CH:6]([CH3:5])[CH3:7])([CH2:44][CH2:45][CH:39]([CH3:35])[CH3:40])[C:27](=[O:28])[C:26]=1[C:24](=[O:25])[CH2:23][CH2:22][C:19]1[CH:18]=[CH:17][C:16]([O:15][CH3:14])=[CH:21][CH:20]=1. The reactants are COC1C=[CH:7][C:6]([CH2:9][CH2:10]C(O)=O)=[CH:5]C=1.[CH3:14][O:15][C:16]1[CH:21]=[CH:20][C:19]([CH2:22][CH2:23][C:24]([C:26]2[C:32]([OH:33])=[CH:31][C:30]([OH:34])=[CH:29][C:27]=2[OH:28])=[O:25])=[CH:18][CH:17]=1.[C:35]([C:39]1[C:45](O)=[CH:44]C(O)=C[C:40]=1O)(=O)CC. The yield is 0.0800.